This data is from Reaction yield outcomes from USPTO patents with 853,638 reactions. The task is: Predict the reaction yield, written as a fraction of the theoretical maximum amount of product (1.0 means a 100% yield; for example, 0.34 means a 34% yield). (1) The reactants are [S:1]1[C:5]([C:6](O)=[O:7])=[CH:4][CH:3]2[S:9][CH:10]=[CH:11][CH:2]12.C1C=C[C:15]2[N:20]([OH:21])N=NC=2C=1.[CH3:22]CN(C(C)C)C(C)C.CCN=C=NCCCN(C)C. The catalyst is CN(C=O)C.CCOC(C)=O. The product is [CH3:22][O:21][N:20]([CH3:15])[C:6]([C:5]1[S:1][CH:2]2[CH:11]=[CH:10][S:9][CH:3]2[CH:4]=1)=[O:7]. The yield is 0.800. (2) The reactants are Cl[C:2]([O:4][CH2:5][C:6]1[CH:11]=[CH:10][CH:9]=[CH:8][CH:7]=1)=[O:3].[CH3:12][C:13]1[CH:18]=[C:17]([N:19]2[CH2:24][CH2:23][O:22][CH2:21][CH2:20]2)[CH:16]=[C:15]([CH3:25])[C:14]=1[NH2:26].C(N(CC)C(C)C)(C)C. The catalyst is ClCCCl. The product is [CH2:5]([O:4][C:2](=[O:3])[NH:26][C:14]1[C:15]([CH3:25])=[CH:16][C:17]([N:19]2[CH2:20][CH2:21][O:22][CH2:23][CH2:24]2)=[CH:18][C:13]=1[CH3:12])[C:6]1[CH:11]=[CH:10][CH:9]=[CH:8][CH:7]=1. The yield is 0.470. (3) The reactants are [C:1]([O:5][C:6]([N:8]1[CH2:12][CH2:11][C@@H:10]([OH:13])[C@H:9]1[C:14]([NH:16][CH2:17][C:18]1[CH:23]=[C:22]([C:24]2[CH:25]=[N:26][C:27]([C:30]([F:33])([F:32])[F:31])=[CH:28][CH:29]=2)[N:21]=[CH:20][C:19]=1[C:34]([O:36]C)=[O:35])=[O:15])=[O:7])([CH3:4])([CH3:3])[CH3:2].[Li+].[OH-].CC(O)=O. The catalyst is C1COCC1.O. The product is [C:1]([O:5][C:6]([N:8]1[CH2:12][CH2:11][C@@H:10]([OH:13])[C@H:9]1[C:14]([NH:16][CH2:17][C:18]1[CH:23]=[C:22]([C:24]2[CH:25]=[N:26][C:27]([C:30]([F:31])([F:32])[F:33])=[CH:28][CH:29]=2)[N:21]=[CH:20][C:19]=1[C:34]([OH:36])=[O:35])=[O:15])=[O:7])([CH3:4])([CH3:2])[CH3:3]. The yield is 0.660. (4) The reactants are Br[C:2]1[CH:3]=[C:4]([NH:10][C:11]2[CH:16]=[CH:15][C:14]([N:17]3[CH2:22][CH2:21][N:20]([CH:23]4[CH2:26][O:25][CH2:24]4)[CH2:19][C@H:18]3[CH3:27])=[CH:13][N:12]=2)[C:5](=[O:9])[N:6]([CH3:8])[CH:7]=1.[C:28]([O:31][CH2:32][C:33]1[C:38](B2OC(C)(C)C(C)(C)O2)=[CH:37][C:36]([F:48])=[CH:35][C:34]=1[N:49]1[C:61](=[O:62])[C:60]2[S:59][C:58]3[CH2:57][CH2:56][CH2:55][CH2:54][C:53]=3[C:52]=2[CH:51]=[N:50]1)(=[O:30])[CH3:29]. No catalyst specified. The product is [C:28]([O:31][CH2:32][C:33]1[C:34]([N:49]2[C:61](=[O:62])[C:60]3[S:59][C:58]4[CH2:57][CH2:56][CH2:55][CH2:54][C:53]=4[C:52]=3[CH:51]=[N:50]2)=[CH:35][C:36]([F:48])=[CH:37][C:38]=1[C:2]1[CH:3]=[C:4]([NH:10][C:11]2[CH:16]=[CH:15][C:14]([N:17]3[CH2:22][CH2:21][N:20]([CH:23]4[CH2:26][O:25][CH2:24]4)[CH2:19][C@H:18]3[CH3:27])=[CH:13][N:12]=2)[C:5](=[O:9])[N:6]([CH3:8])[CH:7]=1)(=[O:30])[CH3:29]. The yield is 0.480. (5) The reactants are C1(C)C=CC(S([CH2:10][N+:11]#[C-:12])(=O)=O)=CC=1.[C:14]([O:19][CH2:20][CH3:21])(=[O:18])/[CH:15]=[CH:16]/[CH3:17].CC(C)([O-])C.[K+]. No catalyst specified. The product is [CH3:17][C:16]1[C:15]([C:14]([O:19][CH2:20][CH3:21])=[O:18])=[CH:10][NH:11][CH:12]=1. The yield is 0.710. (6) The reactants are [CH3:1][CH:2]1[C:6](=[O:7])[CH2:5][CH2:4][C:3]1=[O:8].CI.[OH-].[K+].O1CCOC[CH2:14]1. The catalyst is O. The product is [CH3:1][C:2]1([CH3:14])[C:6](=[O:7])[CH2:5][CH2:4][C:3]1=[O:8]. The yield is 0.930.